Dataset: Full USPTO retrosynthesis dataset with 1.9M reactions from patents (1976-2016). Task: Predict the reactants needed to synthesize the given product. Given the product [C:29]([C:1]1([NH:10][P:11]([C:19]2[CH:20]=[CH:21][CH:22]=[CH:23][CH:24]=2)([C:13]2[CH:14]=[CH:15][CH:16]=[CH:17][CH:18]=2)=[O:12])[C:9]2[C:4](=[CH:5][CH:6]=[CH:7][CH:8]=2)[CH2:3][CH2:2]1)#[N:30], predict the reactants needed to synthesize it. The reactants are: [C:1]1(=[N:10]/[P:11]([C:19]2[CH:24]=[CH:23][CH:22]=[CH:21][CH:20]=2)([C:13]2[CH:18]=[CH:17][CH:16]=[CH:15][CH:14]=2)=[O:12])/[CH2:2][CH2:3][C:4]2[C:9]/1=[CH:8][CH:7]=[CH:6][CH:5]=2.C[Si]([C:29]#[N:30])(C)C.C(=O)([O-])[O-].[K+].[K+].